Dataset: Forward reaction prediction with 1.9M reactions from USPTO patents (1976-2016). Task: Predict the product of the given reaction. (1) Given the reactants CS(O[CH2:6][C:7]1[C:8]([O:17][CH3:18])=[N:9][C:10]([C:13]([CH3:16])([CH3:15])[CH3:14])=[N:11][CH:12]=1)(=O)=O.[Cl:19][C:20]1[CH:21]=[C:22]([CH:25]=[C:26]([O:28][C:29]2[C:34](=[O:35])[NH:33][CH:32]=[N:31][C:30]=2[C:36]([F:39])([F:38])[F:37])[CH:27]=1)[C:23]#[N:24].[Li+].[Br-].C(=O)([O-])[O-].[K+].[K+], predict the reaction product. The product is: [C:13]([C:10]1[N:9]=[C:8]([O:17][CH3:18])[C:7]([CH2:6][N:33]2[C:34](=[O:35])[C:29]([O:28][C:26]3[CH:25]=[C:22]([CH:21]=[C:20]([Cl:19])[CH:27]=3)[C:23]#[N:24])=[C:30]([C:36]([F:39])([F:37])[F:38])[N:31]=[CH:32]2)=[CH:12][N:11]=1)([CH3:16])([CH3:15])[CH3:14]. (2) Given the reactants [F:1][C:2]1[CH:7]=[CH:6][C:5]([O:8][CH3:9])=[C:4]([NH2:10])[CH:3]=1.[N:11]([O-])=O.[Na+].O.O.Cl[Sn]Cl, predict the reaction product. The product is: [F:1][C:2]1[CH:7]=[CH:6][C:5]([O:8][CH3:9])=[C:4]([NH:10][NH2:11])[CH:3]=1. (3) Given the reactants [CH2:1]=[C:2]([C:4]1[CH:9]=[CH:8][N:7]=[CH:6][CH:5]=1)[CH3:3], predict the reaction product. The product is: [CH:2]([C:4]1[CH:9]=[CH:8][N:7]=[CH:6][CH:5]=1)([CH3:3])[CH3:1]. (4) Given the reactants [NH2:1][C:2]1[O:3][CH2:4][C:5]([F:32])([F:31])[C@:6]([C:9]2[N:14]=[C:13]([NH:15][C:16]([C:18]3[C:23]([NH2:24])=[N:22][C:21]([C:25]([F:28])([F:27])[CH3:26])=[C:20](Cl)[N:19]=3)=[O:17])[CH:12]=[CH:11][C:10]=2[F:30])([CH3:8])[N:7]=1, predict the reaction product. The product is: [NH2:1][C:2]1[O:3][CH2:4][C:5]([F:31])([F:32])[C@:6]([C:9]2[N:14]=[C:13]([NH:15][C:16]([C:18]3[C:23]([NH2:24])=[N:22][C:21]([C:25]([F:28])([F:27])[CH3:26])=[CH:20][N:19]=3)=[O:17])[CH:12]=[CH:11][C:10]=2[F:30])([CH3:8])[N:7]=1. (5) Given the reactants [S:1]([O-:5])([O-:4])(=[O:3])=[O:2].[Mg+2:6], predict the reaction product. The product is: [OH2:2].[OH2:2].[OH2:2].[OH2:2].[OH2:2].[OH2:2].[OH2:2].[S:1]([O-:5])([O-:4])(=[O:3])=[O:2].[Mg+2:6]. (6) The product is: [O:45]=[C:44]1[CH2:43][CH2:42][C:41](=[O:46])[N:1]1[C:2]1[CH:3]=[CH:4][CH:5]=[C:6]2[C:11]=1[N:10]([CH2:12][C:13]1[CH:17]=[CH:16][S:15][CH:14]=1)[C:9](=[O:18])[CH:8]([NH:19][C:20](=[O:40])[C@H:21]([NH:26][C:27](=[O:39])[C:28]([NH:31][C:32](=[O:38])[O:33][C:34]([CH3:37])([CH3:36])[CH3:35])([CH3:29])[CH3:30])[CH2:22][CH:23]([CH3:24])[CH3:25])[CH2:7]2. Given the reactants [NH2:1][C:2]1[CH:3]=[CH:4][CH:5]=[C:6]2[C:11]=1[N:10]([CH2:12][C:13]1[CH:17]=[CH:16][S:15][CH:14]=1)[C:9](=[O:18])[CH:8]([NH:19][C:20](=[O:40])[C@H:21]([NH:26][C:27](=[O:39])[C:28]([NH:31][C:32](=[O:38])[O:33][C:34]([CH3:37])([CH3:36])[CH3:35])([CH3:30])[CH3:29])[CH2:22][CH:23]([CH3:25])[CH3:24])[CH2:7]2.[C:41]1(=O)[O:46][C:44](=[O:45])[CH2:43][CH2:42]1.C([O-])(=O)C.[Na+].C(OC(=O)C)(=O)C, predict the reaction product. (7) Given the reactants [C:1]([C:4]1[C:5](=[O:12])[O:6][C:7]([CH3:11])=[CH:8][C:9]=1[OH:10])(=[O:3])[CH3:2].[CH3:13][O:14][C:15]1[CH:22]=[C:21]([O:23][CH3:24])[CH:20]=[CH:19][C:16]=1[CH:17]=O.C(O)C.N1CCCCC1, predict the reaction product. The product is: [CH3:13][O:14][C:15]1[CH:22]=[C:21]([O:23][CH3:24])[CH:20]=[CH:19][C:16]=1[CH:17]=[CH:2][C:1]([C:4]1[C:5](=[O:12])[O:6][C:7]([CH3:11])=[CH:8][C:9]=1[OH:10])=[O:3]. (8) Given the reactants [C:1]([O:5][C:6]([N:8]1[CH2:16][C:15]2[C:10](=[CH:11][CH:12]=[C:13]([CH2:17]O)[CH:14]=2)[CH2:9]1)=[O:7])([CH3:4])([CH3:3])[CH3:2].C1(P(C2C=CC=CC=2)C2C=CC=CC=2)C=CC=CC=1.C(Br)(Br)(Br)[Br:39], predict the reaction product. The product is: [C:1]([O:5][C:6]([N:8]1[CH2:16][C:15]2[C:10](=[CH:11][CH:12]=[C:13]([CH2:17][Br:39])[CH:14]=2)[CH2:9]1)=[O:7])([CH3:4])([CH3:3])[CH3:2]. (9) Given the reactants O1CCCCC1[N:7]1[C:15]2[C:10](=[CH:11][C:12]([CH2:16][CH2:17][C:18]3[N:23]=[CH:22][N:21]=[C:20]([NH:24][C:25]4[CH:30]=[CH:29][C:28]([C:31]([F:34])([F:33])[F:32])=[CH:27][CH:26]=4)[N:19]=3)=[CH:13][CH:14]=2)[CH:9]=[N:8]1.C(O)(C(F)(F)F)=O, predict the reaction product. The product is: [NH:7]1[C:15]2[C:10](=[CH:11][C:12]([CH2:16][CH2:17][C:18]3[N:23]=[CH:22][N:21]=[C:20]([NH:24][C:25]4[CH:30]=[CH:29][C:28]([C:31]([F:33])([F:34])[F:32])=[CH:27][CH:26]=4)[N:19]=3)=[CH:13][CH:14]=2)[CH:9]=[N:8]1. (10) Given the reactants [CH3:1][C:2]1[CH:3]=[C:4]([CH:28]=[C:29]([CH3:31])[CH:30]=1)[O:5][C:6]1[CH:11]=[CH:10][C:9]([C:12](OC)=[O:13])=[CH:8][C:7]=1[S:16]([N:19]1[CH2:24][CH2:23][N:22]([C:25]([O-:27])=[O:26])[CH2:21][CH2:20]1)(=[O:18])=[O:17].[Li+].[BH4-], predict the reaction product. The product is: [CH3:31][C:29]1[CH:28]=[C:4]([CH:3]=[C:2]([CH3:1])[CH:30]=1)[O:5][C:6]1[CH:11]=[CH:10][C:9]([CH2:12][OH:13])=[CH:8][C:7]=1[S:16]([N:19]1[CH2:24][CH2:23][N:22]([C:25]([O:27][C:2]([CH3:3])([CH3:30])[CH3:1])=[O:26])[CH2:21][CH2:20]1)(=[O:17])=[O:18].